From a dataset of Full USPTO retrosynthesis dataset with 1.9M reactions from patents (1976-2016). Predict the reactants needed to synthesize the given product. (1) Given the product [CH2:1]([N:8]1[C@@H:13]2[CH2:14][CH2:15][C@@:9]1([C:17]1[CH:22]=[CH:21][CH:20]=[CH:19][CH:18]=1)[C@H:10]([O:16][CH2:29][C:28]1[CH:31]=[C:32]([C:35]([F:37])([F:38])[F:36])[CH:33]=[CH:34][C:27]=1[C:26]([F:25])([F:39])[F:40])[CH2:11][CH2:12]2)[C:2]1[CH:3]=[CH:4][CH:5]=[CH:6][CH:7]=1, predict the reactants needed to synthesize it. The reactants are: [CH2:1]([N:8]1[C@@H:13]2[CH2:14][CH2:15][C@@:9]1([C:17]1[CH:22]=[CH:21][CH:20]=[CH:19][CH:18]=1)[C@H:10]([OH:16])[CH2:11][CH2:12]2)[C:2]1[CH:7]=[CH:6][CH:5]=[CH:4][CH:3]=1.[H-].[Na+].[F:25][C:26]([F:40])([F:39])[C:27]1[CH:34]=[CH:33][C:32]([C:35]([F:38])([F:37])[F:36])=[CH:31][C:28]=1[CH2:29]Br.C(Br)C1C=CC=CC=1. (2) The reactants are: [C:1]([C:3]1[CH:4]=[CH:5][C:6]([F:11])=[C:7]([CH:10]=1)[CH:8]=[O:9])#[N:2].OO.Cl([O-])=[O:15].[Na+]. Given the product [C:1]([C:3]1[CH:4]=[CH:5][C:6]([F:11])=[C:7]([CH:10]=1)[C:8]([OH:15])=[O:9])#[N:2], predict the reactants needed to synthesize it. (3) Given the product [C:1]([C:5]1[CH:10]=[CH:9][C:8]([C:11]2[S:12][CH:13]=[C:14]([CH:20]([OH:21])[CH:27]([CH3:29])[CH3:28])[C:15]=2[O:16][CH2:17][O:18][CH3:19])=[CH:7][CH:6]=1)([CH3:4])([CH3:2])[CH3:3], predict the reactants needed to synthesize it. The reactants are: [C:1]([C:5]1[CH:10]=[CH:9][C:8]([C:11]2[S:12][CH:13]=[C:14]([CH:20]=[O:21])[C:15]=2[O:16][CH2:17][O:18][CH3:19])=[CH:7][CH:6]=1)([CH3:4])([CH3:3])[CH3:2].C(OCC)C.[CH:27]([Mg]Br)([CH3:29])[CH3:28].[Cl-].[NH4+]. (4) Given the product [OH:17][C:14]1[CH:15]=[CH:16][C:11]([C:9]2[O:10][C:6]3[C:5]([CH2:20][C:21]([F:24])([F:22])[F:23])=[CH:4][C:3]([OH:2])=[CH:19][C:7]=3[CH:8]=2)=[CH:12][CH:13]=1, predict the reactants needed to synthesize it. The reactants are: C[O:2][C:3]1[CH:4]=[C:5]([CH2:20][C:21]([F:24])([F:23])[F:22])[C:6]2[O:10][C:9]([C:11]3[CH:16]=[CH:15][C:14]([O:17]C)=[CH:13][CH:12]=3)=[CH:8][C:7]=2[CH:19]=1.Cl.N1C=CC=CC=1. (5) Given the product [F:1][C:2]1[CH:3]=[C:4]([CH:29]=[C:30]([N:32]2[CH2:37][CH2:36][O:35][CH2:34][CH2:33]2)[CH:31]=1)[C:5]([NH:7][C:8]1[C:17]2[C:12](=[CH:13][CH:14]=[CH:15][CH:16]=2)[C:11]([O:18][C:19]2[CH:24]=[CH:23][N:22]=[C:21]([N:38]3[CH:42]=[CH:41][N:40]=[CH:39]3)[N:20]=2)=[CH:10][CH:9]=1)=[O:6], predict the reactants needed to synthesize it. The reactants are: [F:1][C:2]1[CH:3]=[C:4]([CH:29]=[C:30]([N:32]2[CH2:37][CH2:36][O:35][CH2:34][CH2:33]2)[CH:31]=1)[C:5]([NH:7][C:8]1[C:17]2[C:12](=[CH:13][CH:14]=[CH:15][CH:16]=2)[C:11]([O:18][C:19]2[CH:24]=[CH:23][N:22]=[C:21](S(C)(=O)=O)[N:20]=2)=[CH:10][CH:9]=1)=[O:6].[NH:38]1[CH:42]=[CH:41][N:40]=[CH:39]1. (6) Given the product [Cl:8][C:9]1[CH:10]=[CH:11][C:12]([CH2:13][C:14]2[NH:19][C:18](=[O:20])[C:17]3[N:21]=[C:22]([C:23]4[CH:28]=[CH:27][CH:26]=[C:25]([F:29])[CH:24]=4)[O:31][C:16]=3[N:15]=2)=[CH:32][CH:33]=1, predict the reactants needed to synthesize it. The reactants are: P(Cl)(Cl)(Cl)(Cl)Cl.Cl.[Cl:8][C:9]1[CH:33]=[CH:32][C:12]([CH2:13][C:14]2[N:19]=[C:18]([OH:20])[C:17]([NH:21][C:22](=O)[C:23]3[CH:28]=[CH:27][CH:26]=[C:25]([F:29])[CH:24]=3)=[C:16]([OH:31])[N:15]=2)=[CH:11][CH:10]=1.P(Cl)(Cl)(Cl)=O. (7) Given the product [CH3:1][C@H:2]1[CH2:33][C:32]([CH3:34])=[CH:31][C@@H:30]([CH2:35][CH:36]=[CH2:37])[C:28](=[O:29])[CH2:27][C@H:26]([OH:38])[C@@H:25]([CH3:39])[C@@H:24](/[C:40](/[CH3:51])=[CH:41]/[C@H:42]2[CH2:47][C@@H:46]([O:48][CH3:49])[C@H:45]([OH:50])[CH2:44][CH2:43]2)[O:23][C:21](=[O:22])[C@H:20]2[N:15]([CH2:16][CH2:17][CH2:18][CH2:19]2)[C:13](=[O:14])[C:11](=[O:12])[C@:9]2([OH:52])[O:10][C@@H:5]([C@@H:6]([O:54][CH3:55])[CH2:7][C@H:8]2[CH3:53])[C@@H:4]([O:56][CH3:57])[CH2:3]1.[O:58]=[CH:59][C@@H:60]([C@H:62]([C@@H:64]([C@@H:66]([CH2:68][OH:69])[OH:67])[OH:65])[OH:63])[OH:61], predict the reactants needed to synthesize it. The reactants are: [CH3:1][C@H:2]1[CH2:33][C:32]([CH3:34])=[CH:31][C@@H:30]([CH2:35][CH:36]=[CH2:37])[C:28](=[O:29])[CH2:27][C@H:26]([OH:38])[C@@H:25]([CH3:39])[C@@H:24](/[C:40](/[CH3:51])=[CH:41]/[C@H:42]2[CH2:47][C@@H:46]([O:48][CH3:49])[C@H:45]([OH:50])[CH2:44][CH2:43]2)[O:23][C:21](=[O:22])[C@H:20]2[N:15]([CH2:16][CH2:17][CH2:18][CH2:19]2)[C:13](=[O:14])[C:11](=[O:12])[C@:9]2([OH:52])[O:10][C@@H:5]([C@@H:6]([O:54][CH3:55])[CH2:7][C@H:8]2[CH3:53])[C@@H:4]([O:56][CH3:57])[CH2:3]1.[O:58]=[CH:59][C@@H:60]([C@H:62]([C@@H:64]([C@@H:66]([CH2:68][OH:69])[OH:67])[OH:65])[OH:63])[OH:61].C(#N)C.